From a dataset of Forward reaction prediction with 1.9M reactions from USPTO patents (1976-2016). Predict the product of the given reaction. (1) Given the reactants [Si:1]([O:8][C:9]1[CH:14]=[CH:13][C:12]([C:15]2[C:16]([CH3:22])=[CH:17][C:18](=[O:21])[NH:19][N:20]=2)=[CH:11][CH:10]=1)([C:4]([CH3:7])([CH3:6])[CH3:5])([CH3:3])[CH3:2].[C:23]([O:27][C:28](O[C:28]([O:27][C:23]([CH3:26])([CH3:25])[CH3:24])=[O:29])=[O:29])([CH3:26])([CH3:25])[CH3:24].O, predict the reaction product. The product is: [C:23]([O:27][C:28]([N:19]1[C:18](=[O:21])[CH:17]=[C:16]([CH3:22])[C:15]([C:12]2[CH:13]=[CH:14][C:9]([O:8][Si:1]([C:4]([CH3:7])([CH3:5])[CH3:6])([CH3:2])[CH3:3])=[CH:10][CH:11]=2)=[N:20]1)=[O:29])([CH3:26])([CH3:25])[CH3:24]. (2) Given the reactants [C:1]([O:5][C:6](=[O:23])[N:7]([CH2:20][CH2:21][OH:22])[CH2:8][CH:9](O)[C:10]1[CH:15]=[CH:14][C:13]([N+:16]([O-:18])=[O:17])=[CH:12][CH:11]=1)([CH3:4])([CH3:3])[CH3:2].C1(P(C2C=CC=CC=2)C2C=CC=CC=2)C=CC=CC=1.C(N(CC)CC)C.CC(OC(/N=N/C(OC(C)(C)C)=O)=O)(C)C, predict the reaction product. The product is: [C:1]([O:5][C:6]([N:7]1[CH2:20][CH2:21][O:22][CH:9]([C:10]2[CH:15]=[CH:14][C:13]([N+:16]([O-:18])=[O:17])=[CH:12][CH:11]=2)[CH2:8]1)=[O:23])([CH3:4])([CH3:3])[CH3:2]. (3) Given the reactants [CH3:1][O:2][C:3]1[CH:4]=[C:5]([C:25]([NH2:27])=O)[C:6]2[CH2:7][CH:8]([C:17]3[CH:22]=[CH:21][C:20]([O:23][CH3:24])=[CH:19][CH:18]=3)[CH:9]3[CH:14]([C:15]=2[CH:16]=1)[CH2:13][CH2:12][CH2:11][CH2:10]3.C(N(CC)CC)C.FC(F)(F)C(OC(=O)C(F)(F)F)=O, predict the reaction product. The product is: [CH3:1][O:2][C:3]1[CH:4]=[C:5]([C:25]#[N:27])[C:6]2[CH2:7][CH:8]([C:17]3[CH:22]=[CH:21][C:20]([O:23][CH3:24])=[CH:19][CH:18]=3)[CH:9]3[CH:14]([C:15]=2[CH:16]=1)[CH2:13][CH2:12][CH2:11][CH2:10]3. (4) Given the reactants Br[CH:2]1[CH2:7][CH2:6][CH2:5][CH:4]([C:8]([N:10]2[CH2:15][CH2:14][CH2:13][CH2:12][CH2:11]2)=[O:9])[C:3]1=O.[CH2:17]([O:24][CH2:25][CH2:26][NH:27][C:28]1[CH:33]=[CH:32][CH:31]=[CH:30][CH:29]=1)[C:18]1[CH:23]=[CH:22][CH:21]=[CH:20][CH:19]=1, predict the reaction product. The product is: [CH2:17]([O:24][CH2:25][CH2:26][N:27]1[C:2]2[CH2:7][CH2:6][CH2:5][CH:4]([C:8]([N:10]3[CH2:15][CH2:14][CH2:13][CH2:12][CH2:11]3)=[O:9])[C:3]=2[C:33]2[C:28]1=[CH:29][CH:30]=[CH:31][CH:32]=2)[C:18]1[CH:19]=[CH:20][CH:21]=[CH:22][CH:23]=1.